This data is from Full USPTO retrosynthesis dataset with 1.9M reactions from patents (1976-2016). The task is: Predict the reactants needed to synthesize the given product. (1) Given the product [F:1][C:2]([F:29])([F:30])[C:3]1[CH:4]=[C:5]([CH:13]([OH:14])[C:15]2([NH:18][C:19](=[O:28])[O:20][CH2:21][C:22]3[CH:27]=[CH:26][CH:25]=[CH:24][CH:23]=3)[CH2:17][CH2:16]2)[CH:6]=[C:7]([C:9]([F:12])([F:10])[F:11])[CH:8]=1, predict the reactants needed to synthesize it. The reactants are: [F:1][C:2]([F:30])([F:29])[C:3]1[CH:4]=[C:5]([C:13]([C:15]2([NH:18][C:19](=[O:28])[O:20][CH2:21][C:22]3[CH:27]=[CH:26][CH:25]=[CH:24][CH:23]=3)[CH2:17][CH2:16]2)=[O:14])[CH:6]=[C:7]([C:9]([F:12])([F:11])[F:10])[CH:8]=1.[H-].[Al+3].[Li+].[H-].[H-].[H-]. (2) Given the product [CH2:7]([O:14][C:15]([N:17]1[CH:22]([CH2:3][CH3:4])[CH2:21][C:20](=[O:23])[CH2:19][CH:18]1[CH2:24][C:25]1[CH:30]=[CH:29][CH:28]=[CH:27][CH:26]=1)=[O:16])[C:8]1[CH:9]=[CH:10][CH:11]=[CH:12][CH:13]=1, predict the reactants needed to synthesize it. The reactants are: N#N.[CH3:3][CH2:4][Mg+].[Br-].[CH2:7]([O:14][C:15]([N:17]1[CH:22]=[CH:21][C:20](=[O:23])[CH2:19][CH:18]1[CH2:24][C:25]1[CH:30]=[CH:29][CH:28]=[CH:27][CH:26]=1)=[O:16])[C:8]1[CH:13]=[CH:12][CH:11]=[CH:10][CH:9]=1. (3) Given the product [Cl:42][C:43]1[CH:44]=[CH:45][C:46]([C@@H:49]([CH2:53][NH:54][CH2:55][C:56]([OH:59])([CH3:57])[CH3:58])[C:50]([N:38]2[CH2:37][CH2:36][N:35]([C:33]3[C:34]4[C@H:26]([CH3:25])[CH2:27][C@@H:28]([OH:41])[C:29]=4[N:30]=[CH:31][N:32]=3)[CH2:40][CH2:39]2)=[O:51])=[CH:47][CH:48]=1, predict the reactants needed to synthesize it. The reactants are: F[P-](F)(F)(F)(F)F.N1(OC(N(C)C)=[N+](C)C)C2C=CC=CC=2N=N1.[CH3:25][C@H:26]1[C:34]2[C:33]([N:35]3[CH2:40][CH2:39][NH:38][CH2:37][CH2:36]3)=[N:32][CH:31]=[N:30][C:29]=2[C@H:28]([OH:41])[CH2:27]1.[Cl:42][C:43]1[CH:48]=[CH:47][C:46]([C@@H:49]([CH2:53][NH:54][CH2:55][C:56]([OH:59])([CH3:58])[CH3:57])[C:50](O)=[O:51])=[CH:45][CH:44]=1.C(Cl)Cl. (4) Given the product [Br:1][C:2]1[C:7]([N:8]2[CH2:13][CH2:12][C:11](=[O:19])[NH:14][CH2:10][CH2:9]2)=[CH:6][CH:5]=[C:4]([O:16][CH3:17])[N:3]=1, predict the reactants needed to synthesize it. The reactants are: [Br:1][C:2]1[C:7]([N:8]2[CH2:13][CH2:12][C:11](=[N:14]O)[CH2:10][CH2:9]2)=[CH:6][CH:5]=[C:4]([O:16][CH3:17])[N:3]=1.C(=O)([O-])[O-:19].[Na+].[Na+].C1(C)C=CC(S(Cl)(=O)=O)=CC=1. (5) The reactants are: [CH2:1]([O:8][C@H:9]([C@@H:15]1[C:19](=[O:20])[O:18][C:17]([CH3:22])([CH3:21])[O:16]1)[C:10](=[O:14])SCC)[C:2]1[CH:7]=[CH:6][CH:5]=[CH:4][CH:3]=1.C([SiH](CC)CC)C. Given the product [CH2:1]([O:8][C@H:9]([C@@H:15]1[C:19](=[O:20])[O:18][C:17]([CH3:22])([CH3:21])[O:16]1)[CH:10]=[O:14])[C:2]1[CH:7]=[CH:6][CH:5]=[CH:4][CH:3]=1, predict the reactants needed to synthesize it. (6) The reactants are: C([O:3][C:4]([C:6]1[C:10]([C:11]2[CH:16]=[CH:15][C:14]([F:17])=[CH:13][CH:12]=2)=[C:9]([CH:18]=[O:19])[NH:8][C:7]=1[CH2:20][CH2:21][NH2:22])=O)C.O.[OH-].[Li+].O. Given the product [F:17][C:14]1[CH:15]=[CH:16][C:11]([C:10]2[C:6]3[C:4](=[O:3])[NH:22][CH2:21][CH2:20][C:7]=3[NH:8][C:9]=2[CH:18]=[O:19])=[CH:12][CH:13]=1, predict the reactants needed to synthesize it.